Dataset: Reaction yield outcomes from USPTO patents with 853,638 reactions. Task: Predict the reaction yield, written as a fraction of the theoretical maximum amount of product (1.0 means a 100% yield; for example, 0.34 means a 34% yield). (1) The reactants are [OH:1][C:2]1[CH:7]=[CH:6][CH:5]=[CH:4][C:3]=1[C:8]([C:10]1[CH:15]=[CH:14][CH:13]=[CH:12][C:11]=1[S:16][CH3:17])=O.C([SiH](CC)CC)C.C(O)(C(F)(F)F)=O.O. The catalyst is CCCCCC.C(OCC)(=O)C. The product is [CH3:17][S:16][C:11]1[CH:12]=[CH:13][CH:14]=[CH:15][C:10]=1[CH2:8][C:3]1[CH:4]=[CH:5][CH:6]=[CH:7][C:2]=1[OH:1]. The yield is 0.740. (2) The reactants are [F:1][C:2]([F:7])([F:6])[C:3]([OH:5])=[O:4].[F:8][C:9]([F:14])([F:13])[C:10]([OH:12])=[O:11].FC(F)(F)C(O)=O.[Cl:22][C:23]1[CH:24]=[N:25][C:26]2[NH:27][C:28]3[CH:29]=[N:30][CH:31]=[C:32]([CH:54]=3)[CH2:33][CH2:34][C:35]3[CH:43]=[C:39]([NH:40][C:41]=1[N:42]=2)[CH:38]=[CH:37][C:36]=3[O:44][CH2:45][C:46](=[O:53])[N:47]1[CH2:52][CH2:51][NH:50][CH2:49][CH2:48]1.[F:55][C:56]1[CH:64]=[C:63]([F:65])[CH:62]=[CH:61][C:57]=1[C:58](Cl)=[O:59]. No catalyst specified. The product is [F:1][C:2]([F:7])([F:6])[C:3]([OH:5])=[O:4].[F:8][C:9]([F:14])([F:13])[C:10]([OH:12])=[O:11].[Cl:22][C:23]1[CH:24]=[N:25][C:26]2[NH:27][C:28]3[CH:29]=[N:30][CH:31]=[C:32]([CH:54]=3)[CH2:33][CH2:34][C:35]3[CH:43]=[C:39]([NH:40][C:41]=1[N:42]=2)[CH:38]=[CH:37][C:36]=3[O:44][CH2:45][C:46]([N:47]1[CH2:52][CH2:51][N:50]([C:58](=[O:59])[C:57]2[CH:61]=[CH:62][C:63]([F:65])=[CH:64][C:56]=2[F:55])[CH2:49][CH2:48]1)=[O:53]. The yield is 0.300. (3) The reactants are [CH3:1][C:2]1([CH3:12])[C:7](=[O:8])[CH2:6][CH2:5][N:4]([C:9]([O-:11])=[O:10])[CH2:3]1.[BH4-].[Na+]. The catalyst is CO. The product is [OH:8][CH:7]1[CH2:6][CH2:5][N:4]([C:9]([O:11][C:2]([CH3:7])([CH3:3])[CH3:1])=[O:10])[CH2:3][C:2]1([CH3:12])[CH3:1]. The yield is 1.00. (4) The reactants are [CH3:1][O:2][C:3]1[CH:12]=[CH:11][C:10]([S:13](=[O:16])(=[O:15])[NH2:14])=[CH:9][C:4]=1[C:5]([O:7]C)=[O:6].[OH-].[Na+].Cl. The catalyst is CO. The product is [CH3:1][O:2][C:3]1[CH:12]=[CH:11][C:10]([S:13](=[O:16])(=[O:15])[NH2:14])=[CH:9][C:4]=1[C:5]([OH:7])=[O:6]. The yield is 0.983. (5) The reactants are [NH2:1][C:2]1[N:10]=[C:9]([F:11])[N:8]=[C:7]2[C:3]=1[N:4]=[C:5]([CH2:20][C:21]1[C:29]([I:30])=[CH:28][C:24]3[O:25][CH2:26][O:27][C:23]=3[CH:22]=1)[N:6]2[CH2:12][CH2:13][O:14][CH2:15][CH2:16][CH2:17][CH2:18][OH:19].Cl[S:32]([NH2:35])(=[O:34])=[O:33].C([O-])([O-])=O.[Ca+2]. The catalyst is CN(C=O)C. The product is [NH2:1][C:2]1[N:10]=[C:9]([F:11])[N:8]=[C:7]2[C:3]=1[N:4]=[C:5]([CH2:20][C:21]1[C:29]([I:30])=[CH:28][C:24]3[O:25][CH2:26][O:27][C:23]=3[CH:22]=1)[N:6]2[CH2:12][CH2:13][O:14][CH2:15][CH2:16][CH2:17][CH2:18][O:19][S:32](=[O:34])(=[O:33])[NH2:35]. The yield is 0.440. (6) The reactants are [F:1][C:2]1[CH:3]=[C:4]([C@:8]([C@@H:16]2[CH2:21][CH2:20][CH2:19][N:18]([C:22]([NH:24][CH2:25][CH:26]([N:35](C)[C:36](OCC[Si](C)(C)C)=O)[CH2:27][C:28]3([OH:34])[CH2:33][CH2:32][CH2:31][CH2:30][CH2:29]3)=[O:23])[CH2:17]2)([OH:15])[CH2:9][CH2:10][CH2:11][CH2:12][O:13][CH3:14])[CH:5]=[CH:6][CH:7]=1.[N+](CC)(CC)(CC)CC.[F-]. The catalyst is C1COCC1. The product is [F:1][C:2]1[CH:3]=[C:4]([C@:8]([C@@H:16]2[CH2:21][CH2:20][CH2:19][N:18]([C:22]([NH:24][CH2:25][CH:26]([NH:35][CH3:36])[CH2:27][C:28]3([OH:34])[CH2:33][CH2:32][CH2:31][CH2:30][CH2:29]3)=[O:23])[CH2:17]2)([OH:15])[CH2:9][CH2:10][CH2:11][CH2:12][O:13][CH3:14])[CH:5]=[CH:6][CH:7]=1. The yield is 0.500. (7) The yield is 0.900. The reactants are [F:1][C:2]1[CH:7]=[C:6]([F:8])[CH:5]=[CH:4][C:3]=1[N:9]1[C:13]([C:14]2[S:23][C:22]3[C:21]4[N:24]=[C:25]([NH2:28])[CH:26]=[CH:27][C:20]=4[O:19][CH2:18][CH2:17][C:16]=3[CH:15]=2)=[N:12][CH:11]=[N:10]1.[H-].[Na+].BrC[CH2:33][C:34]([O:36][C:37]([CH3:40])([CH3:39])[CH3:38])=[O:35]. The product is [C:37]([O:36][C:34](=[O:35])[CH2:33][NH:28][C:25]1[CH:26]=[CH:27][C:20]2[O:19][CH2:18][CH2:17][C:16]3[CH:15]=[C:14]([C:13]4[N:9]([C:3]5[CH:4]=[CH:5][C:6]([F:8])=[CH:7][C:2]=5[F:1])[N:10]=[CH:11][N:12]=4)[S:23][C:22]=3[C:21]=2[N:24]=1)([CH3:40])([CH3:39])[CH3:38]. The catalyst is C1COCC1.